From a dataset of Forward reaction prediction with 1.9M reactions from USPTO patents (1976-2016). Predict the product of the given reaction. (1) Given the reactants [NH:1]1[C:5]([C:6]2[CH:7]=[C:8](B(O)O)[CH:9]=[CH:10][CH:11]=2)=[CH:4][CH:3]=[N:2]1.Br[C:16]1[CH:21]=[CH:20][C:19]([S:22]([N:25]2[CH2:39][CH2:38][C:28]3([O:33][CH2:32][C:31](=[O:34])[N:30]([CH:35]4[CH2:37][CH2:36]4)[CH2:29]3)[CH2:27][CH2:26]2)(=[O:24])=[O:23])=[CH:18][CH:17]=1, predict the reaction product. The product is: [CH:35]1([N:30]2[CH2:29][C:28]3([CH2:38][CH2:39][N:25]([S:22]([C:19]4[CH:18]=[CH:17][C:16]([C:8]5[CH:9]=[CH:10][CH:11]=[C:6]([C:5]6[NH:1][N:2]=[CH:3][CH:4]=6)[CH:7]=5)=[CH:21][CH:20]=4)(=[O:23])=[O:24])[CH2:26][CH2:27]3)[O:33][CH2:32][C:31]2=[O:34])[CH2:36][CH2:37]1. (2) The product is: [F:1][C:2]1[CH:3]=[CH:4][C:5]([C:6]([N:8]2[CH2:12][CH2:11][S:10][CH:9]2[C:13]([OH:15])=[O:14])=[O:7])=[CH:18][CH:19]=1. Given the reactants [F:1][C:2]1[CH:19]=[CH:18][C:5]([C:6]([N:8]2[CH2:12][CH2:11][S:10][CH:9]2[C:13]([O:15]CC)=[O:14])=[O:7])=[CH:4][CH:3]=1.[OH-].[K+].P(=O)(O)(O)O, predict the reaction product. (3) Given the reactants [F:1][C:2]([F:11])([F:10])[C:3]1[N:4]=[C:5]([C:8]#[N:9])[S:6][CH:7]=1.Cl.[NH2:13]O.[CH3:15][C:16]([O:18]C(C)=O)=[O:17], predict the reaction product. The product is: [C:16]([OH:18])(=[O:17])[CH3:15].[F:11][C:2]([F:1])([F:10])[C:3]1[N:4]=[C:5]([C:8](=[NH:13])[NH2:9])[S:6][CH:7]=1. (4) Given the reactants [Cl:1][C:2]1[C:3]([N:9]2[CH2:14][CH2:13][N:12]([C:15]([C:17]3[C:18]([C:23]4[CH:28]=[CH:27][CH:26]=[CH:25][C:24]=4[OH:29])=[N:19][O:20][C:21]=3[CH3:22])=[O:16])[CH2:11][CH2:10]2)=[N:4][CH:5]=[C:6]([Cl:8])[CH:7]=1.[CH3:30][CH:31](O)[CH3:32].C(P(CCCC)CCCC)CCC.N(C(OC(C)C)=O)=NC(OC(C)C)=O, predict the reaction product. The product is: [Cl:1][C:2]1[C:3]([N:9]2[CH2:10][CH2:11][N:12]([C:15]([C:17]3[C:18]([C:23]4[CH:28]=[CH:27][CH:26]=[CH:25][C:24]=4[O:29][CH:31]([CH3:32])[CH3:30])=[N:19][O:20][C:21]=3[CH3:22])=[O:16])[CH2:13][CH2:14]2)=[N:4][CH:5]=[C:6]([Cl:8])[CH:7]=1. (5) Given the reactants [Cl:1][C:2]1[CH:7]=[C:6]([Cl:8])[CH:5]=[CH:4][C:3]=1[C:9]1[N:10]2[N:17]=[C:16]([CH3:18])[C:15]([OH:19])=[C:11]2[O:12][C:13]=1[CH3:14].C(=O)([O-])[O-].[Cs+].[Cs+].Br[CH:27]([CH2:33][CH2:34][CH3:35])[C:28]([O:30][CH2:31][CH3:32])=[O:29].C([O-])(O)=O.[Na+], predict the reaction product. The product is: [CH2:31]([O:30][C:28](=[O:29])[CH:27]([O:19][C:15]1[C:16]([CH3:18])=[N:17][N:10]2[C:9]([C:3]3[CH:4]=[CH:5][C:6]([Cl:8])=[CH:7][C:2]=3[Cl:1])=[C:13]([CH3:14])[O:12][C:11]=12)[CH2:33][CH2:34][CH3:35])[CH3:32]. (6) Given the reactants [CH3:1][C:2]([OH:4])=[O:3].[C:5]([C:9]1[O:13][N:12]=[C:11]([NH:14][C:15](=[O:34])[CH2:16][C:17]2[CH:22]=[CH:21][C:20]([C:23]3[CH:24]=[C:25]4[CH:31]=[C:30]([CH:32]=O)[NH:29][C:26]4=[N:27][CH:28]=3)=[CH:19][CH:18]=2)[CH:10]=1)([CH3:8])([CH3:7])[CH3:6].Cl.[CH3:36][NH:37][CH3:38].[BH3-]C#N.[Na+:42], predict the reaction product. The product is: [CH3:1][C:2]([O-:4])=[O:3].[Na+:42].[CH3:9][OH:13].[C:5]([C:9]1[O:13][N:12]=[C:11]([NH:14][C:15](=[O:34])[CH2:16][C:17]2[CH:18]=[CH:19][C:20]([C:23]3[CH:24]=[C:25]4[CH:31]=[C:30]([CH2:32][N:37]([CH3:38])[CH3:36])[NH:29][C:26]4=[N:27][CH:28]=3)=[CH:21][CH:22]=2)[CH:10]=1)([CH3:7])([CH3:6])[CH3:8]. (7) Given the reactants C(Cl)CCl.[CH3:5][NH:6][CH2:7][C:8]1[NH:9][C:10]2[C:15]([C:16]=1[CH3:17])=[CH:14][CH:13]=[CH:12][CH:11]=2.Cl.[O:19]=[C:20]1[NH:26][C:25]2[N:27]=[CH:28][C:29](/[CH:31]=[CH:32]/[C:33](O)=[O:34])=[CH:30][C:24]=2[CH2:23][O:22][CH2:21]1.C1C=CC2N(O)N=NC=2C=1.O.CCN(C(C)C)C(C)C, predict the reaction product. The product is: [CH3:5][N:6]([CH2:7][C:8]1[NH:9][C:10]2[C:15]([C:16]=1[CH3:17])=[CH:14][CH:13]=[CH:12][CH:11]=2)[C:33](=[O:34])/[CH:32]=[CH:31]/[C:29]1[CH:28]=[N:27][C:25]2[NH:26][C:20](=[O:19])[CH2:21][O:22][CH2:23][C:24]=2[CH:30]=1. (8) Given the reactants [Cl:1][C:2]1[C:11]([N+:12]([O-:14])=[O:13])=[C:10](Cl)[C:9]2[CH2:8][CH2:7][CH2:6][CH2:5][C:4]=2[N:3]=1.C(N(CC)CC)C.[N:23]1[CH:28]=[CH:27][CH:26]=[C:25]([CH2:29][CH2:30][CH2:31][O:32][CH2:33][CH2:34][NH2:35])[CH:24]=1, predict the reaction product. The product is: [Cl:1][C:2]1[C:11]([N+:12]([O-:14])=[O:13])=[C:10]([NH:35][CH2:34][CH2:33][O:32][CH2:31][CH2:30][CH2:29][C:25]2[CH:24]=[N:23][CH:28]=[CH:27][CH:26]=2)[C:9]2[CH2:8][CH2:7][CH2:6][CH2:5][C:4]=2[N:3]=1.